The task is: Predict which catalyst facilitates the given reaction.. This data is from Catalyst prediction with 721,799 reactions and 888 catalyst types from USPTO. (1) Reactant: C[O:2][C:3](=[O:29])[CH2:4][NH:5][C:6]([C:8]1[C:12]([CH3:13])=[C:11]([CH:14]=[N:15][N:16]=[C:17]2[C:25]3[C:20](=[CH:21][CH:22]=[C:23]([F:26])[CH:24]=3)[NH:19][C:18]2=[O:27])[NH:10][C:9]=1[CH3:28])=[O:7].CO.[Li+].[OH-].Cl. Product: [F:26][C:23]1[CH:24]=[C:25]2[C:20](=[CH:21][CH:22]=1)[NH:19][C:18](=[O:27])[C:17]2=[N:16][N:15]=[CH:14][C:11]1[NH:10][C:9]([CH3:28])=[C:8]([C:6]([NH:5][CH2:4][C:3]([OH:29])=[O:2])=[O:7])[C:12]=1[CH3:13]. The catalyst class is: 6. (2) Reactant: [CH2:1]1[C:3]2([CH2:7][C@@H:6]([CH2:8][OH:9])[NH:5][CH2:4]2)[CH2:2]1.[OH-].[Na+].[CH3:12][C:13]([O:16][C:17](O[C:17]([O:16][C:13]([CH3:15])([CH3:14])[CH3:12])=[O:18])=[O:18])([CH3:15])[CH3:14]. Product: [C:13]([O:16][C:17]([N:5]1[C@H:6]([CH2:8][OH:9])[CH2:7][C:3]2([CH2:2][CH2:1]2)[CH2:4]1)=[O:18])([CH3:15])([CH3:14])[CH3:12]. The catalyst class is: 6. (3) Reactant: [F:1][C:2]1[CH:7]=[CH:6][C:5]([C:8]2[CH:9]=[CH:10][C:11]3[N:12]([C:14]([S:17][C:18]4[CH:36]=[CH:35][C:21]5[N:22]=[C:23]([NH:25][C:26](=[O:34])[O:27][C:28]6C=C[CH:31]=[CH:30][CH:29]=6)[S:24][C:20]=5[CH:19]=4)=[N:15][N:16]=3)[N:13]=2)=[CH:4][CH:3]=1.[OH:37]CC1CCO1.C(N(CC)CC)C. Product: [F:1][C:2]1[CH:7]=[CH:6][C:5]([C:8]2[CH:9]=[CH:10][C:11]3[N:12]([C:14]([S:17][C:18]4[CH:36]=[CH:35][C:21]5[N:22]=[C:23]([NH:25][C:26](=[O:34])[O:27][CH2:28][CH:29]6[CH2:30][CH2:31][O:37]6)[S:24][C:20]=5[CH:19]=4)=[N:15][N:16]=3)[N:13]=2)=[CH:4][CH:3]=1. The catalyst class is: 7. (4) Reactant: C(Cl)(=O)[C:2](Cl)=[O:3].CS(C)=[O:9].O[C@@H]1CCN(CCCO[C:21]2[CH:22]=[C:23]([C:29]3[CH:34]=[CH:33][CH:32]=[CH:31][CH:30]=3)[CH:24]=[CH:25][C:26]=2[C:27]#[N:28])C1.[CH2:35]([N:37]([CH2:40][CH3:41])[CH2:38][CH3:39])[CH3:36]. Product: [O:9]=[C:36]1[CH2:39][CH2:38][N:37]([CH2:40][CH2:41][CH2:2][O:3][C:32]2[CH:31]=[CH:30][C:29]([C:23]3[CH:22]=[CH:21][C:26]([C:27]#[N:28])=[CH:25][CH:24]=3)=[CH:34][CH:33]=2)[CH2:35]1. The catalyst class is: 2.